From a dataset of Forward reaction prediction with 1.9M reactions from USPTO patents (1976-2016). Predict the product of the given reaction. Given the reactants [Li]CCCC.[F:6][C:7]1[CH:12]=[CH:11][CH:10]=[CH:9][C:8]=1[F:13].O1CCCC1.[CH3:19][Si:20](Cl)([CH3:22])[CH3:21], predict the reaction product. The product is: [F:6][C:7]1[CH:12]=[CH:11][CH:10]=[C:9]([Si:20]([CH3:22])([CH3:21])[CH3:19])[C:8]=1[F:13].